Dataset: Forward reaction prediction with 1.9M reactions from USPTO patents (1976-2016). Task: Predict the product of the given reaction. Given the reactants C[O:2][C:3]1[CH:4]=[C:5]([CH:13]([CH3:18])[C:14]([O:16]C)=[O:15])[CH:6]=[C:7]([C:9]([F:12])([F:11])[F:10])[CH:8]=1.Br, predict the reaction product. The product is: [OH:2][C:3]1[CH:4]=[C:5]([CH:13]([CH3:18])[C:14]([OH:16])=[O:15])[CH:6]=[C:7]([C:9]([F:10])([F:11])[F:12])[CH:8]=1.